From a dataset of Full USPTO retrosynthesis dataset with 1.9M reactions from patents (1976-2016). Predict the reactants needed to synthesize the given product. (1) Given the product [Cl:13][C:4]1[N:3]=[C:2]([NH:33][C:28]2[CH:29]=[CH:30][CH:31]=[C:32]3[C:27]=2[NH:26][CH:25]=[C:24]3[CH3:23])[C:7]2[C:8](=[O:12])[NH:9][N:10]=[CH:11][C:6]=2[CH:5]=1, predict the reactants needed to synthesize it. The reactants are: Cl[C:2]1[C:7]2[C:8](=[O:12])[NH:9][N:10]=[CH:11][C:6]=2[CH:5]=[C:4]([Cl:13])[N:3]=1.CCN(C(C)C)C(C)C.[CH3:23][C:24]1[C:32]2[C:27](=[C:28]([NH2:33])[CH:29]=[CH:30][CH:31]=2)[NH:26][CH:25]=1.O. (2) Given the product [N:51]1([C:48]2[CH:49]=[CH:50][C:45]([NH:44][C:6]([N:8]3[CH2:13][CH2:12][CH:11]([C:14]4[C:23]5[C:18](=[CH:19][C:20]([N:26]6[CH2:27][CH2:28][O:29][CH2:30][CH2:31]6)=[C:21]([O:24][CH3:25])[CH:22]=5)[N:17]=[CH:16][N:15]=4)[CH2:10][CH2:9]3)=[O:5])=[CH:46][CH:47]=2)[CH2:52][CH2:53][CH2:54][CH2:55]1, predict the reactants needed to synthesize it. The reactants are: C([O:5][C:6]([N:8]1[CH2:13][CH2:12][CH:11]([C:14]2[C:23]3[C:18](=[CH:19][C:20]([N:26]4[CH2:31][CH2:30][O:29][CH2:28][CH2:27]4)=[C:21]([O:24][CH3:25])[CH:22]=3)[N:17]=[CH:16][N:15]=2)[CH2:10][CH2:9]1)=O)(C)(C)C.Cl.[N+](C1C=CC(OC(=O)[NH:44][C:45]2[CH:50]=[CH:49][C:48]([N:51]3[CH2:55][CH2:54][CH2:53][CH2:52]3)=[CH:47][CH:46]=2)=CC=1)([O-])=O. (3) Given the product [Cl:22][C:23]1[CH:31]=[C:30]([O:32][CH2:33][CH2:34][CH3:35])[CH:29]=[CH:28][C:24]=1[C:25]([NH:2][CH2:3][C:4]1[CH:5]=[C:6]([CH:17]=[CH:18][C:19]=1[O:20][CH3:21])[CH2:7][C:8]1([C:13]([OH:15])=[O:14])[CH2:12][CH2:11][CH2:10][O:9]1)=[O:26], predict the reactants needed to synthesize it. The reactants are: [Cl-].[NH3+:2][CH2:3][C:4]1[CH:5]=[C:6]([CH:17]=[CH:18][C:19]=1[O:20][CH3:21])[CH2:7][C:8]1([C:13]([O:15]C)=[O:14])[CH2:12][CH2:11][CH2:10][O:9]1.[Cl:22][C:23]1[CH:31]=[C:30]([O:32][CH2:33][CH2:34][CH3:35])[CH:29]=[CH:28][C:24]=1[C:25](O)=[O:26].C(N(CC)CC)C.C(P(=O)(OCC)OCC)#N. (4) Given the product [OH:2][C:1]1[NH:24][C:23]2[CH:22]=[CH:21][C:16]([C:17]([O:19][CH3:20])=[O:18])=[CH:15][C:14]=2[N:13]=1, predict the reactants needed to synthesize it. The reactants are: [C:1](N1C=CN=C1)(N1C=CN=C1)=[O:2].[NH2:13][C:14]1[CH:15]=[C:16]([CH:21]=[CH:22][C:23]=1[NH2:24])[C:17]([O:19][CH3:20])=[O:18].CO.O.